Dataset: Reaction yield outcomes from USPTO patents with 853,638 reactions. Task: Predict the reaction yield, written as a fraction of the theoretical maximum amount of product (1.0 means a 100% yield; for example, 0.34 means a 34% yield). The reactants are [F:1][C:2]1[CH:7]=[CH:6][C:5]([O:8][CH3:9])=[CH:4][C:3]=1[C:10]1[CH:15]=[CH:14][C:13]([C:16](OC)=[O:17])=[CH:12][C:11]=1[C:20]1[C@@:21]2([CH3:29])[C:26]([CH3:28])([CH3:27])[C@@H:24]([CH:25]=1)[CH2:23][CH2:22]2.[H-].[H-].[H-].[H-].[Li+].[Al+3].[OH-].[Na+]. The catalyst is C1COCC1. The product is [F:1][C:2]1[CH:7]=[CH:6][C:5]([O:8][CH3:9])=[CH:4][C:3]=1[C:10]1[CH:15]=[CH:14][C:13]([CH2:16][OH:17])=[CH:12][C:11]=1[C:20]1[C@@:21]2([CH3:29])[C:26]([CH3:28])([CH3:27])[C@@H:24]([CH:25]=1)[CH2:23][CH2:22]2. The yield is 0.750.